From a dataset of Full USPTO retrosynthesis dataset with 1.9M reactions from patents (1976-2016). Predict the reactants needed to synthesize the given product. Given the product [CH3:38][O:37][C:30]1[C:31]([O:35][CH3:36])=[CH:32][CH:33]=[CH:34][C:29]=1[C:25]1[C:24]2[N:23]([N:22]=[C:21]([NH:20][C:17]3[CH:18]=[CH:19][C:14]([CH:11]4[CH2:12][CH2:13][NH:8][CH2:9][CH2:10]4)=[CH:15][CH:16]=3)[N:39]=2)[CH:28]=[CH:27][CH:26]=1, predict the reactants needed to synthesize it. The reactants are: C(OC([N:8]1[CH2:13][CH2:12][CH:11]([C:14]2[CH:19]=[CH:18][C:17]([NH:20][C:21]3[N:39]=[C:24]4[C:25]([C:29]5[CH:34]=[CH:33][CH:32]=[C:31]([O:35][CH3:36])[C:30]=5[O:37][CH3:38])=[CH:26][CH:27]=[CH:28][N:23]4[N:22]=3)=[CH:16][CH:15]=2)[CH2:10][CH2:9]1)=O)(C)(C)C.FC(F)(F)C(O)=O.